Dataset: NCI-60 drug combinations with 297,098 pairs across 59 cell lines. Task: Regression. Given two drug SMILES strings and cell line genomic features, predict the synergy score measuring deviation from expected non-interaction effect. (1) Drug 1: C1=CN(C(=O)N=C1N)C2C(C(C(O2)CO)O)O.Cl. Drug 2: CCN(CC)CCCC(C)NC1=C2C=C(C=CC2=NC3=C1C=CC(=C3)Cl)OC. Cell line: SF-539. Synergy scores: CSS=39.3, Synergy_ZIP=-15.1, Synergy_Bliss=-5.87, Synergy_Loewe=-9.77, Synergy_HSA=-0.914. (2) Drug 1: CC1C(C(CC(O1)OC2CC(OC(C2O)C)OC3=CC4=CC5=C(C(=O)C(C(C5)C(C(=O)C(C(C)O)O)OC)OC6CC(C(C(O6)C)O)OC7CC(C(C(O7)C)O)OC8CC(C(C(O8)C)O)(C)O)C(=C4C(=C3C)O)O)O)O. Drug 2: COCCOC1=C(C=C2C(=C1)C(=NC=N2)NC3=CC=CC(=C3)C#C)OCCOC.Cl. Cell line: U251. Synergy scores: CSS=7.26, Synergy_ZIP=0.817, Synergy_Bliss=-3.06, Synergy_Loewe=-3.97, Synergy_HSA=-3.98. (3) Drug 1: C1CNP(=O)(OC1)N(CCCl)CCCl. Drug 2: B(C(CC(C)C)NC(=O)C(CC1=CC=CC=C1)NC(=O)C2=NC=CN=C2)(O)O. Cell line: MDA-MB-231. Synergy scores: CSS=13.2, Synergy_ZIP=0.535, Synergy_Bliss=-2.15, Synergy_Loewe=-72.8, Synergy_HSA=-9.61. (4) Drug 1: COC1=C(C=C2C(=C1)N=CN=C2NC3=CC(=C(C=C3)F)Cl)OCCCN4CCOCC4. Drug 2: C1=NNC2=C1C(=O)NC=N2. Cell line: 786-0. Synergy scores: CSS=24.5, Synergy_ZIP=-2.59, Synergy_Bliss=2.11, Synergy_Loewe=-23.1, Synergy_HSA=2.91. (5) Drug 1: C1=CC(=CC=C1CCC2=CNC3=C2C(=O)NC(=N3)N)C(=O)NC(CCC(=O)O)C(=O)O. Drug 2: CC12CCC3C(C1CCC2O)C(CC4=C3C=CC(=C4)O)CCCCCCCCCS(=O)CCCC(C(F)(F)F)(F)F. Cell line: EKVX. Synergy scores: CSS=2.86, Synergy_ZIP=-0.934, Synergy_Bliss=0.384, Synergy_Loewe=-0.570, Synergy_HSA=-0.540. (6) Drug 1: CC1OCC2C(O1)C(C(C(O2)OC3C4COC(=O)C4C(C5=CC6=C(C=C35)OCO6)C7=CC(=C(C(=C7)OC)O)OC)O)O. Drug 2: CC1=CC=C(C=C1)C2=CC(=NN2C3=CC=C(C=C3)S(=O)(=O)N)C(F)(F)F. Cell line: A498. Synergy scores: CSS=26.8, Synergy_ZIP=-7.26, Synergy_Bliss=-0.591, Synergy_Loewe=-12.8, Synergy_HSA=0.191. (7) Drug 1: C1=CC(=C2C(=C1NCCNCCO)C(=O)C3=C(C=CC(=C3C2=O)O)O)NCCNCCO. Drug 2: CCCCC(=O)OCC(=O)C1(CC(C2=C(C1)C(=C3C(=C2O)C(=O)C4=C(C3=O)C=CC=C4OC)O)OC5CC(C(C(O5)C)O)NC(=O)C(F)(F)F)O. Cell line: OVCAR-5. Synergy scores: CSS=21.4, Synergy_ZIP=-5.70, Synergy_Bliss=0.450, Synergy_Loewe=-8.88, Synergy_HSA=0.815.